This data is from Forward reaction prediction with 1.9M reactions from USPTO patents (1976-2016). The task is: Predict the product of the given reaction. (1) Given the reactants [CH3:1][C:2]([CH3:31])([CH:12]([OH:30])[C:13]1[CH:18]=[CH:17][N:16]=[C:15]([C:19]2[S:20][C:21]3[CH:29]=[CH:28][CH:27]=[CH:26][C:22]=3[C:23](=[O:25])[N:24]=2)[CH:14]=1)[C:3]([O:5]CC[Si](C)(C)C)=[O:4].[F-].C([N+](CCCC)(CCCC)CCCC)CCC, predict the reaction product. The product is: [CH3:1][C:2]([CH3:31])([CH:12]([OH:30])[C:13]1[CH:18]=[CH:17][N:16]=[C:15]([C:19]2[S:20][C:21]3[CH:29]=[CH:28][CH:27]=[CH:26][C:22]=3[C:23](=[O:25])[N:24]=2)[CH:14]=1)[C:3]([OH:5])=[O:4]. (2) The product is: [NH2:21][C:11]1[CH:12]=[C:13]([CH:19]=[CH:20][C:10]=1[NH:9][CH2:1][CH2:2][CH2:3][CH2:4][CH2:5][CH2:6][CH2:7][CH3:8])[C:14]([O:16][CH2:17][CH3:18])=[O:15]. Given the reactants [CH2:1]([NH:9][C:10]1[CH:20]=[CH:19][C:13]([C:14]([O:16][CH2:17][CH3:18])=[O:15])=[CH:12][C:11]=1[N+:21]([O-])=O)[CH2:2][CH2:3][CH2:4][CH2:5][CH2:6][CH2:7][CH3:8].[H][H], predict the reaction product. (3) Given the reactants [NH2:1][C@@H:2]1[CH2:7][CH2:6][CH2:5][N:4](C(OC(C)(C)C)=O)[CH2:3]1.[CH2:15]([C:17]1[CH:25]=[C:24]2[C:20]([CH:21]=[C:22]([C:26](O)=[O:27])[NH:23]2)=[CH:19][CH:18]=1)[CH3:16].N, predict the reaction product. The product is: [CH2:15]([C:17]1[CH:25]=[C:24]2[C:20]([CH:21]=[C:22]([C:26]([NH:1][C@@H:2]3[CH2:7][CH2:6][CH2:5][NH:4][CH2:3]3)=[O:27])[NH:23]2)=[CH:19][CH:18]=1)[CH3:16]. (4) Given the reactants [C:1]([C:3]1[CH:4]=[CH:5][C:6]([C:9]([OH:11])=O)=[N:7][CH:8]=1)#[N:2].C(Cl)(=O)C([Cl:15])=O.CN(C)C=O.C1(C)C=CC=CC=1, predict the reaction product. The product is: [C:1]([C:3]1[CH:4]=[CH:5][C:6]([C:9]([Cl:15])=[O:11])=[N:7][CH:8]=1)#[N:2]. (5) Given the reactants [O:1]=[C:2]1[CH2:7][CH2:6][CH2:5][N:4]([C:8]([O:10][C:11]([CH3:14])([CH3:13])[CH3:12])=[O:9])[CH2:3]1.C[Si](C)(C)[C:17]([F:20])([F:19])[F:18].[F-].C([N+](CCCC)(CCCC)CCCC)CCC, predict the reaction product. The product is: [OH:1][C:2]1([C:17]([F:20])([F:19])[F:18])[CH2:7][CH2:6][CH2:5][N:4]([C:8]([O:10][C:11]([CH3:14])([CH3:13])[CH3:12])=[O:9])[CH2:3]1. (6) Given the reactants C(NC(=NC(C)C)O[C:7]([CH3:10])([CH3:9])[CH3:8])(C)C.[Cl:15][C:16]1[N:24]=[C:23]([Cl:25])[C:22]([F:26])=[CH:21][C:17]=1[C:18]([OH:20])=[O:19], predict the reaction product. The product is: [Cl:15][C:16]1[N:24]=[C:23]([Cl:25])[C:22]([F:26])=[CH:21][C:17]=1[C:18]([O:20][C:7]([CH3:10])([CH3:9])[CH3:8])=[O:19].